Dataset: Forward reaction prediction with 1.9M reactions from USPTO patents (1976-2016). Task: Predict the product of the given reaction. (1) Given the reactants [CH2:1]([C:8]1[CH:17]=[C:16]2[C:11]([C:12]([OH:28])=[C:13]([C:23](OCC)=[O:24])[C:14](=[O:22])[N:15]2[CH2:18][CH:19]2[CH2:21][CH2:20]2)=[N:10][CH:9]=1)[C:2]1[CH:7]=[CH:6][CH:5]=[CH:4][CH:3]=1.[CH3:29][O:30][CH2:31][CH2:32][NH2:33], predict the reaction product. The product is: [CH2:1]([C:8]1[CH:17]=[C:16]2[C:11]([C:12]([OH:28])=[C:13]([C:23]([NH:33][CH2:32][CH2:31][O:30][CH3:29])=[O:24])[C:14](=[O:22])[N:15]2[CH2:18][CH:19]2[CH2:20][CH2:21]2)=[N:10][CH:9]=1)[C:2]1[CH:3]=[CH:4][CH:5]=[CH:6][CH:7]=1. (2) Given the reactants [C:1]([O:5][C:6]([NH:8][NH2:9])=[O:7])([CH3:4])([CH3:3])[CH3:2].[F:10][C:11]1([F:18])[CH2:16][CH2:15][C:14](=O)[CH2:13][CH2:12]1, predict the reaction product. The product is: [C:1]([O:5][C:6]([NH:8][N:9]=[C:14]1[CH2:15][CH2:16][C:11]([F:18])([F:10])[CH2:12][CH2:13]1)=[O:7])([CH3:4])([CH3:3])[CH3:2]. (3) The product is: [CH3:1][CH:2]([CH3:21])[CH:3]([NH:9][C:10]1[O:11][C:12]([C:15]2[CH:20]=[CH:19][CH:18]=[CH:17][CH:16]=2)=[N:13][N:14]=1)[C:4]([OH:6])=[O:5]. Given the reactants [CH3:1][CH:2]([CH3:21])[CH:3]([NH:9][C:10]1[O:11][C:12]([C:15]2[CH:20]=[CH:19][CH:18]=[CH:17][CH:16]=2)=[N:13][N:14]=1)[C:4]([O:6]CC)=[O:5].[OH-].[Na+], predict the reaction product. (4) Given the reactants [CH3:1][S:2]([NH:5][C:6]1[CH:21]=[CH:20][C:9]2[NH:10][C:11]([CH2:16][C:17]([OH:19])=O)=[N:12][S:13](=[O:15])(=[O:14])[C:8]=2[CH:7]=1)(=[O:4])=[O:3].[CH2:22]([O:24][C:25]([C@@H:27]1[CH2:31][CH2:30][CH2:29][C@@H:28]1[NH:32][CH2:33][C:34]1[CH:39]=[CH:38][C:37]([F:40])=[CH:36][N:35]=1)=[O:26])[CH3:23].C1(N=C=NC2CCCCC2)CCCCC1.ClCCl, predict the reaction product. The product is: [CH2:22]([O:24][C:25]([C@@H:27]1[CH2:31][CH2:30][CH2:29][C@@H:28]1[N:32]([CH2:33][C:34]1[CH:39]=[CH:38][C:37]([F:40])=[CH:36][N:35]=1)[C:17](=[O:19])[CH2:16][C:11]1[NH:10][C:9]2[CH:20]=[CH:21][C:6]([NH:5][S:2]([CH3:1])(=[O:3])=[O:4])=[CH:7][C:8]=2[S:13](=[O:14])(=[O:15])[N:12]=1)=[O:26])[CH3:23]. (5) Given the reactants [F:1][C:2]1[CH:3]=[C:4]([C@H:10]2[CH2:14][CH2:13][CH2:12][N:11]2[C:15]2[CH:20]=[CH:19][N:18]3[N:21]=[CH:22][C:23]([C:24]([OH:26])=O)=[C:17]3[N:16]=2)[C:5]([O:8][CH3:9])=[N:6][CH:7]=1.ClC1C=C(Cl)C=C(Cl)C=1C(Cl)=O.C(N(CC)CC)C.[Si:46]([O:63][CH2:64][CH2:65][N:66]1[C:70]([NH2:71])=[CH:69][CH:68]=[N:67]1)([C:59]([CH3:62])([CH3:61])[CH3:60])([C:53]1[CH:58]=[CH:57][CH:56]=[CH:55][CH:54]=1)[C:47]1[CH:52]=[CH:51][CH:50]=[CH:49][CH:48]=1, predict the reaction product. The product is: [Si:46]([O:63][CH2:64][CH2:65][N:66]1[C:70]([NH:71][C:24]([C:23]2[CH:22]=[N:21][N:18]3[CH:19]=[CH:20][C:15]([N:11]4[CH2:12][CH2:13][CH2:14][C@@H:10]4[C:4]4[C:5]([O:8][CH3:9])=[N:6][CH:7]=[C:2]([F:1])[CH:3]=4)=[N:16][C:17]=23)=[O:26])=[CH:69][CH:68]=[N:67]1)([C:59]([CH3:60])([CH3:61])[CH3:62])([C:53]1[CH:54]=[CH:55][CH:56]=[CH:57][CH:58]=1)[C:47]1[CH:52]=[CH:51][CH:50]=[CH:49][CH:48]=1. (6) Given the reactants [OH-].[Na+].[C:3]([C:5]1[CH:6]=[C:7]([C:15]2[O:19][N:18]=[C:17]([C:20]3[CH:21]=[CH:22][C:23]([F:36])=[C:24]4[C:28]=3[NH:27][CH:26]=[C:25]4[CH2:29][CH2:30][C:31]([O:33]CC)=[O:32])[N:16]=2)[CH:8]=[CH:9][C:10]=1[O:11][CH:12]([CH3:14])[CH3:13])#[N:4].Cl, predict the reaction product. The product is: [C:3]([C:5]1[CH:6]=[C:7]([C:15]2[O:19][N:18]=[C:17]([C:20]3[CH:21]=[CH:22][C:23]([F:36])=[C:24]4[C:28]=3[NH:27][CH:26]=[C:25]4[CH2:29][CH2:30][C:31]([OH:33])=[O:32])[N:16]=2)[CH:8]=[CH:9][C:10]=1[O:11][CH:12]([CH3:14])[CH3:13])#[N:4]. (7) The product is: [C:2](=[O:3])([O:13][CH:8]1[CH2:12][CH2:11][CH2:10][CH2:9]1)[O:4][CH:5]([Cl:7])[CH3:6]. Given the reactants Cl[C:2]([O:4][CH:5]([Cl:7])[CH3:6])=[O:3].[CH:8]1([OH:13])[CH2:12][CH2:11][CH2:10][CH2:9]1.N1C=CC=CC=1, predict the reaction product.